This data is from Catalyst prediction with 721,799 reactions and 888 catalyst types from USPTO. The task is: Predict which catalyst facilitates the given reaction. (1) Reactant: [CH3:1][C:2]1([CH3:17])[C:6]([CH3:8])([CH3:7])[O:5][B:4]([C:9]2[CH:10]=[C:11]([NH2:16])[C:12]([NH2:15])=[CH:13][CH:14]=2)[O:3]1.[C:18](N1C=CN=C1)(N1C=CN=C1)=[O:19].Cl. Product: [CH3:8][C:6]1([CH3:7])[C:2]([CH3:17])([CH3:1])[O:3][B:4]([C:9]2[CH:14]=[CH:13][C:12]3[NH:15][C:18](=[O:19])[NH:16][C:11]=3[CH:10]=2)[O:5]1. The catalyst class is: 1. (2) Reactant: C([O:3][C:4](=[O:36])[C:5]1[CH:10]=[CH:9][CH:8]=[C:7]([N:11]2[C:15]([CH3:16])=[CH:14][CH:13]=[C:12]2[C:17]2[CH:22]=[C:21]([C:23]([F:26])([F:25])[F:24])[CH:20]=[CH:19][C:18]=2[O:27][CH2:28][C:29]2[CH:34]=[CH:33][C:32]([F:35])=[CH:31][CH:30]=2)[CH:6]=1)C.[OH-].[Na+].CCO. Product: [F:26][C:23]([F:24])([F:25])[C:21]1[CH:20]=[CH:19][C:18]([O:27][CH2:28][C:29]2[CH:30]=[CH:31][C:32]([F:35])=[CH:33][CH:34]=2)=[C:17]([C:12]2[N:11]([C:7]3[CH:6]=[C:5]([CH:10]=[CH:9][CH:8]=3)[C:4]([OH:36])=[O:3])[C:15]([CH3:16])=[CH:14][CH:13]=2)[CH:22]=1. The catalyst class is: 25. (3) Reactant: C([O:3][C:4](=[O:25])[CH2:5][N:6]1[C:11]([Cl:12])=[CH:10][N:9]=[C:8]([NH:13][CH2:14][C:15]([F:23])([F:22])[C:16]2[CH:21]=[CH:20][CH:19]=[CH:18][N:17]=2)[C:7]1=[O:24])C.[OH-].[K+].Cl.[Cl-].[K+]. Product: [Cl:12][C:11]1[N:6]([CH2:5][C:4]([OH:25])=[O:3])[C:7](=[O:24])[C:8]([NH:13][CH2:14][C:15]([F:22])([F:23])[C:16]2[CH:21]=[CH:20][CH:19]=[CH:18][N:17]=2)=[N:9][CH:10]=1. The catalyst class is: 5.